This data is from Catalyst prediction with 721,799 reactions and 888 catalyst types from USPTO. The task is: Predict which catalyst facilitates the given reaction. (1) Reactant: [CH3:1][NH:2][C:3]([C:5]1[NH:6][C:7]2[C:12]([C:13]=1[CH:14]=[CH2:15])=[CH:11][CH:10]=[CH:9][CH:8]=2)=O.[H-].[Al+3].[Li+].[H-].[H-].[H-]. Product: [CH3:1][NH:2][CH2:3][C:5]1[NH:6][C:7]2[C:12]([C:13]=1[CH:14]=[CH2:15])=[CH:11][CH:10]=[CH:9][CH:8]=2. The catalyst class is: 12. (2) The catalyst class is: 11. Product: [CH3:1][C:2]1[S:3][CH:4]=[C:5]([C:7]2[S:12][C:11]3[CH:13]=[CH:14][CH:15]=[CH:16][C:10]=3[C:9](=[O:17])[N:8]=2)[N:6]=1. Reactant: [CH3:1][C:2]1[S:3][CH:4]=[C:5]([C:7]#[N:8])[N:6]=1.[C:9](OC)(=[O:17])[C:10]1[C:11](=[CH:13][CH:14]=[CH:15][CH:16]=1)[SH:12].C(N(CC)CC)C. (3) Reactant: [CH2:1]([C:4]1[C:11]([OH:12])=[CH:10][CH:9]=[CH:8][C:5]=1[CH2:6][OH:7])[CH:2]=[CH2:3].[CH3:13]C(OI1(OC(C)=O)(OC(C)=O)OC(=O)C2C=CC=CC1=2)=O.S([O-])([O-])(=O)=S.[Na+].[Na+]. Product: [CH2:1]([C:4]1[C:11]([O:12][CH3:13])=[CH:10][CH:9]=[CH:8][C:5]=1[CH2:6][OH:7])[CH:2]=[CH2:3].[CH2:1]([C:4]1[C:11]([O:12][CH3:13])=[CH:10][CH:9]=[CH:8][C:5]=1[CH:6]=[O:7])[CH:2]=[CH2:3]. The catalyst class is: 4. (4) Reactant: [Cl:1][C:2]1[CH:7]=[C:6]([Cl:8])[CH:5]=[CH:4][C:3]=1[C:9]1[O:13][N:12]=[CH:11][C:10]=1[C:14](OCC)=[O:15].[H-].C([Al+]CC(C)C)C(C)C.Cl. Product: [Cl:1][C:2]1[CH:7]=[C:6]([Cl:8])[CH:5]=[CH:4][C:3]=1[C:9]1[O:13][N:12]=[CH:11][C:10]=1[CH2:14][OH:15]. The catalyst class is: 7. (5) Reactant: [CH:1]1[C:15](=[O:16])[N:14]=[C:13]2[N:3]([C@@H:4]3[O:8][C@H:7]([CH2:9][OH:10])[C@@H:6]([OH:11])[C@@H:5]3[O:12]2)[CH:2]=1.FC(F)(F)C(O)=[O:20]. Product: [C@@H:4]1([N:3]2[CH:2]=[CH:1][C:15](=[O:16])[NH:14][C:13]2=[O:12])[O:8][C@H:7]([CH2:9][OH:10])[C@@H:6]([OH:11])[C@@H:5]1[OH:20]. The catalyst class is: 9.